From a dataset of Full USPTO retrosynthesis dataset with 1.9M reactions from patents (1976-2016). Predict the reactants needed to synthesize the given product. (1) Given the product [Cl:16][C:11]1[C:6]2[CH:5]=[C:4]([CH2:1][CH2:2][CH3:3])[S:13][C:7]=2[N:8]=[CH:9][N:10]=1, predict the reactants needed to synthesize it. The reactants are: [CH2:1]([C:4]1[S:13][C:7]2[N:8]=[CH:9][N:10]=[C:11](O)[C:6]=2[CH:5]=1)[CH2:2][CH3:3].O=P(Cl)(Cl)[Cl:16]. (2) Given the product [N:1]1[CH:6]=[CH:5][CH:4]=[C:3]([CH2:7][NH:8][C:9]([C:11]2[S:15][C:14]([C:16]3[CH:20]=[CH:19][N:18]([CH2:23][C:24]4[CH:29]=[CH:28][C:27]([F:30])=[CH:26][CH:25]=4)[N:17]=3)=[N:13][C:12]=2[CH3:21])=[O:10])[CH:2]=1, predict the reactants needed to synthesize it. The reactants are: [N:1]1[CH:6]=[CH:5][CH:4]=[C:3]([CH2:7][NH:8][C:9]([C:11]2[S:15][C:14]([C:16]3[NH:17][N:18]=[CH:19][CH:20]=3)=[N:13][C:12]=2[CH3:21])=[O:10])[CH:2]=1.Br[CH2:23][C:24]1[CH:29]=[CH:28][C:27]([F:30])=[CH:26][CH:25]=1.